This data is from Reaction yield outcomes from USPTO patents with 853,638 reactions. The task is: Predict the reaction yield, written as a fraction of the theoretical maximum amount of product (1.0 means a 100% yield; for example, 0.34 means a 34% yield). (1) The reactants are [OH:1][CH2:2][C@@H:3]([NH:11][C:12]1[CH:17]=[CH:16][NH:15][C:14](=[O:18])[C:13]=1[C:19]1[NH:23][C:22]2[CH:24]=[C:25]([N:29]3[CH2:34][CH2:33][NH:32][CH2:31][CH2:30]3)[CH:26]=[C:27]([CH3:28])[C:21]=2[N:20]=1)[CH2:4][C:5]1[CH:10]=[CH:9][CH:8]=[CH:7][CH:6]=1.[CH3:35][OH:36]. The catalyst is C(N=C=O)(C)C. The product is [CH:3]([NH:11][C:35]([N:32]1[CH2:31][CH2:30][N:29]([C:25]2[CH:26]=[C:27]([CH3:28])[C:21]3[N:20]=[C:19]([C:13]4[C:14](=[O:18])[NH:15][CH:16]=[CH:17][C:12]=4[NH:11][C@H:3]([CH2:2][OH:1])[CH2:4][C:5]4[CH:6]=[CH:7][CH:8]=[CH:9][CH:10]=4)[NH:23][C:22]=3[CH:24]=2)[CH2:34][CH2:33]1)=[O:36])([CH3:4])[CH3:2]. The yield is 0.690. (2) The reactants are [Cl:1][C:2]1[N:6]2[CH:7]=[C:8]([C:11]([F:14])([F:13])[F:12])[CH:9]=[CH:10][C:5]2=[N:4][C:3]=1[NH:15][S:16]([C:19]1[CH:24]=[CH:23][CH:22]=[CH:21][CH:20]=1)(=[O:18])=[O:17].C([O-])([O-])=O.[Na+].[Na+].[F:31][C:32]1[CH:33]=[C:34]([CH:37]=[CH:38][C:39]=1[C:40]([F:43])([F:42])[F:41])[CH2:35]Br. The catalyst is CN(C=O)C. The product is [Cl:1][C:2]1[N:6]2[CH:7]=[C:8]([C:11]([F:12])([F:14])[F:13])[CH:9]=[CH:10][C:5]2=[N:4][C:3]=1[N:15]([CH2:35][C:34]1[CH:37]=[CH:38][C:39]([C:40]([F:41])([F:42])[F:43])=[C:32]([F:31])[CH:33]=1)[S:16]([C:19]1[CH:20]=[CH:21][CH:22]=[CH:23][CH:24]=1)(=[O:18])=[O:17]. The yield is 0.580. (3) The reactants are [Cl:1][C:2]1[CH:7]=[CH:6][C:5]([C:8]2[C:16]([C:17](=O)[CH:18]([CH3:20])[CH3:19])=[C:11]3[CH:12]=[CH:13][CH:14]=[CH:15][N:10]3[N:9]=2)=[CH:4][CH:3]=1.Cl.[NH2:23][OH:24].[OH-].[Na+]. The catalyst is CCO.O. The product is [Cl:1][C:2]1[CH:7]=[CH:6][C:5]([C:8]2[C:16]([C:17](=[N:23][OH:24])[CH:18]([CH3:20])[CH3:19])=[C:11]3[CH:12]=[CH:13][CH:14]=[CH:15][N:10]3[N:9]=2)=[CH:4][CH:3]=1. The yield is 0.507.